Dataset: Antibody developability classification from SAbDab with 2,409 antibodies. Task: Regression/Classification. Given an antibody's heavy chain and light chain sequences, predict its developability. TAP uses regression for 5 developability metrics; SAbDab uses binary classification. (1) The antibody is ['QVQLVQSGAEVKKPGSSVKVSCEASGGTLSNYVITWVRQAPGQGLEWMGGFIPTFRTAMYAQGFQGRVTITADESTSIAYMELTNLRSEDTAVYYCARGPLSRGYYDYWGQGTLVTVSS', 'SYVLTQPPSVSVAPGKTARITCGGNNIGSKSVHWYQQKPGQAPVLVVYDDSDRPSGIPERFSGSNSGNTATLTISRVEAGDEADYYCQVWDSSSVVFGGWTKLTVL']. Result: 0 (not developable). (2) The antibody is ['QVQLKESGPGLLQPSQTLSLTCTVSGISLSDYGVHWVRQAPGKGLEWMGIIGHAGGTDYNSNLKSRVSISRDTSKSQVFLKLNSLQQEDTAMYFCARHFYTYFDVWGQGIQVTVSS', 'SYTLTQPPLVSVALGQKATITCSGDKLSDVYVHWYQQKAGQAPVLVIYEDNRRPSGIPDHFSGSNSGNMATLTISKAQAGDEADYYCQSWDGTNSAWVFGSGTKVTVL']. Result: 0 (not developable). (3) The antibody is ['QVKLQESGPGLVQPSQSLSITCTVSGFSLTDYGVHWVRQSPGKGLEWLGVIWSGGGTAYTAAFISRLNIYKDNSKNQVFFEMNSLQANDTAMYYCARRGSYPYNYFDVWGQGTTVTVSS', 'QAVVTQESALTTSPGETVTLTCRSSTGAVTTSNYANWVQEKPDHLFTGLIGGNNNRPPGVPARFSGSLIGDKAALTIAGTQTEDEAIYFCALWYSNHWVFGGGTRLTVL']. Result: 0 (not developable). (4) The antibody is ['3m8o', 'PROT_2A1FF17E']. Result: 1 (developable). (5) Result: 0 (not developable). The antibody is ['EVQLLESGGGLVQPGGSLRLSCAASGFTFSQYGMDWVRQAPGKGLEWVSGIGPSGGSTVYADSVKGRFTISRDNSKNTLYLQMNSLRAEDTAVYYCTRGGPYYYYGMDVWGQGTTVTVSS', 'DIQMTQSPSSLSASVGDRVTITCQASQDISNYLNWYQQKPGKAPKLLIYDASNLETGVPSRFSGSGSGTDFTFTISSLQPEDIATYYCQQANSFPVTFGGGTKVEIK'].